From a dataset of Reaction yield outcomes from USPTO patents with 853,638 reactions. Predict the reaction yield, written as a fraction of the theoretical maximum amount of product (1.0 means a 100% yield; for example, 0.34 means a 34% yield). (1) The reactants are Br[CH2:2][CH2:3][CH:4]([CH3:6])[CH3:5].[N+:7]([C:10]1[CH:15]=[CH:14][C:13]([OH:16])=[CH:12][CH:11]=1)([O-:9])=[O:8].C(=O)([O-])[O-].[K+].[K+]. The catalyst is CN(C)C=O. The product is [CH3:5][CH:4]([CH3:6])[CH2:3][CH2:2][O:16][C:13]1[CH:14]=[CH:15][C:10]([N+:7]([O-:9])=[O:8])=[CH:11][CH:12]=1. The yield is 0.880. (2) The reactants are CC1(C)[N:6]([C:7]([O:9][C:10]([CH3:13])([CH3:12])[CH3:11])=[O:8])[C@@H:5]([C:14]([CH2:17][CH3:18])=[CH:15][CH3:16])[CH2:4][O:3]1.O.C1(C)C=CC(S(O)(=O)=O)=CC=1.C(N(CC)CC)C.C(OC(OC(C)(C)C)=O)(OC(C)(C)C)=O. The catalyst is CO. The product is [CH2:17]([C:14](=[CH:15][CH3:16])[C@H:5]([NH:6][C:7](=[O:8])[O:9][C:10]([CH3:12])([CH3:11])[CH3:13])[CH2:4][OH:3])[CH3:18]. The yield is 0.750. (3) The reactants are [CH2:1]([NH:8][CH2:9][CH2:10][O:11][CH2:12][CH2:13][OH:14])[C:2]1[CH:7]=[CH:6][CH:5]=[CH:4][CH:3]=1.C=O.[C:17](O[BH-](OC(=O)C)OC(=O)C)(=O)C.C(=O)(O)[O-].[Na+]. The catalyst is CO. The product is [CH2:1]([N:8]([CH3:17])[CH2:9][CH2:10][O:11][CH2:12][CH2:13][OH:14])[C:2]1[CH:7]=[CH:6][CH:5]=[CH:4][CH:3]=1. The yield is 0.330.